Predict the reactants needed to synthesize the given product. From a dataset of Full USPTO retrosynthesis dataset with 1.9M reactions from patents (1976-2016). Given the product [F:1][C:2]1[CH:3]=[C:4]([C:8]2[C:13]([CH3:14])=[CH:12][CH:11]=[CH:10][N+:9]=2[O-:23])[CH:5]=[CH:6][CH:7]=1, predict the reactants needed to synthesize it. The reactants are: [F:1][C:2]1[CH:3]=[C:4]([C:8]2[C:13]([CH3:14])=[CH:12][CH:11]=[CH:10][N:9]=2)[CH:5]=[CH:6][CH:7]=1.ClC1C=CC=C(C(OO)=[O:23])C=1.